The task is: Regression. Given a target protein amino acid sequence and a drug SMILES string, predict the binding affinity score between them. We predict pIC50 (pIC50 = -log10(IC50 in M); higher means more potent). Dataset: bindingdb_ic50.. This data is from Drug-target binding data from BindingDB using IC50 measurements. (1) The pIC50 is 3.0. The small molecule is CCCCCCCOCCCCCN1C[C@H](O)[C@@H](O)[C@H](O)[C@@H]1CO. The target protein (P70699) has sequence MNIRKPLCSNSVVGACTLISLTTAVILGHLMLRELMLLPQDLHESSSGLWKTYRPHHQEGYKPGPLHIQEQTEQPKEAPTQCDVPPSSRFDCAPDKGISQEQCEARGCCYVPAGQVLKEPQIGQPWCFFPPSYPSYRLENLSSTESGYTATLTRTSPTFFPKDVLTLQLEVLMETDSRLHFKIKDPASKRYEVPLETPRVLSQAPSPLYSVEFSEEPFGVIVRRKLGGRVLLNTTVAPLFFADQFLQLSTSLPSQHITGLGEHLSPLMLSTDWARITLWNRDTPPSQGTNLYGSHPFYLALEDGGLAHGVFLLNSNAMDVILQPSPALTWRSTGGILDVYVFLGPEPKSVVQQYLDVVGYPFMPPYWGLGFHLCRWGYSSTAIVRQVVENMTRTHFPLDVQWNDLDYMDARRDFTFNQDSFADFPDMVRELHQDGRRYMMIVDPAISSAGPAGSYRPYDEGLRRGVFITNETGQPLIGKVWPGTTAFPDFTNPETLDWWQ.... (2) The compound is CN(C)CCCn1cc(C2=C(c3c[nH]c4ccccc34)CNC2=O)c2ccccc21. The target protein (P00517) has sequence MGNAAAAKKGSEQESVKEFLAKAKEDFLKKWENPAQNTAHLDQFERIKTLGTGSFGRVMLVKHMETGNHYAMKILDKQKVVKLKQIEHTLNEKRILQAVNFPFLVKLEFSFKDNSNLYMVMEYVPGGEMFSHLRRIGRFSEPHARFYAAQIVLTFEYLHSLDLIYRDLKPENLLIDQQGYIQVTDFGFAKRVKGRTWTLCGTPEYLAPEIILSKGYNKAVDWWALGVLIYEMAAGYPPFFADQPIQIYEKIVSGKVRFPSHFSSDLKDLLRNLLQVDLTKRFGNLKNGVNDIKNHKWFATTDWIAIYQRKVEAPFIPKFKGPGDTSNFDDYEEEEIRVSINEKCGKEFSEF. The pIC50 is 5.6. (3) The target protein (P9WNS1) has sequence MTNSTDGRADGRLRVVVLGSTGSIGTQALQVIADNPDRFEVVGLAAGGAHLDTLLRQRAQTGVTNIAVADEHAAQRVGDIPYHGSDAATRLVEQTEADVVLNALVGALGLRPTLAALKTGARLALANKESLVAGGSLVLRAARPGQIVPVDSEHSALAQCLRGGTPDEVAKLVLTASGGPFRGWSAADLEHVTPEQAGAHPTWSMGPMNTLNSASLVNKGLEVIETHLLFGIPYDRIDVVVHPQSIIHSMVTFIDGSTIAQASPPDMKLPISLALGWPRRVSGAAAACDFHTASSWEFEPLDTDVFPAVELARQAGVAGGCMTAVYNAANEEAAAAFLAGRIGFPAIVGIIADVLHAADQWAVEPATVDDVLDAQRWARERAQRAVSGMASVAIASTAKPGAAGRHASTLERS. The pIC50 is 3.7. The drug is O=C(CCCOc1ccccc1)NCC(=O)N(O)CCCP(=O)(O)O.